This data is from Full USPTO retrosynthesis dataset with 1.9M reactions from patents (1976-2016). The task is: Predict the reactants needed to synthesize the given product. Given the product [F:10][C:5]1[CH:6]=[C:7]([O:8][CH3:9])[C:2]([NH2:76])=[N:3][CH:4]=1, predict the reactants needed to synthesize it. The reactants are: Cl[C:2]1[C:7]([O:8][CH3:9])=[CH:6][C:5]([F:10])=[CH:4][N:3]=1.CC(C)([O-])C.[Na+].C1C=CC(P(C2C(C3C(P(C4C=CC=CC=4)C4C=CC=CC=4)=CC=C4C=3C=CC=C4)=C3C(C=CC=C3)=CC=2)C2C=CC=CC=2)=CC=1.C(=[NH:76])(C1C=CC=CC=1)C1C=CC=CC=1.